This data is from Forward reaction prediction with 1.9M reactions from USPTO patents (1976-2016). The task is: Predict the product of the given reaction. (1) The product is: [CH2:29]([N:11]1[CH:12]=[CH:13][C:9]([B:4]2[O:3][C:2]([CH3:14])([CH3:1])[C:6]([CH3:7])([CH3:8])[O:5]2)=[CH:10]1)[C:30]1[CH:35]=[CH:34][CH:33]=[CH:32][CH:31]=1. Given the reactants [CH3:1][C:2]1([CH3:14])[C:6]([CH3:8])([CH3:7])[O:5][B:4]([C:9]2[CH:13]=[CH:12][NH:11][CH:10]=2)[O:3]1.CC1(C)C(C)(C)OB(C2C=NNC=2)O1.[CH2:29](Br)[C:30]1[CH:35]=[CH:34][CH:33]=[CH:32][CH:31]=1, predict the reaction product. (2) Given the reactants [C:1]([OH:7])(=O)[CH2:2][CH2:3][C:4]#[CH:5].C1(P(C2C=CC=CC=2)C2C=CC=CC=2)C=CC=CC=1.[N:27]1[CH:32]=[CH:31][CH:30]=[CH:29][C:28]=1[S:33][S:33][C:28]1[CH:29]=[CH:30][CH:31]=[CH:32][N:27]=1, predict the reaction product. The product is: [N:27]1[CH:32]=[CH:31][CH:30]=[CH:29][C:28]=1[S:33][C:1](=[O:7])[CH2:2][CH2:3][C:4]#[CH:5]. (3) Given the reactants [CH2:1]([SH:6])[CH2:2][CH2:3][CH2:4][CH3:5].[H-].[Na+].CS(O[CH:14]1[CH2:17][N:16]([CH:18]([C:25]2[CH:30]=[CH:29][CH:28]=[CH:27][CH:26]=2)[C:19]2[CH:24]=[CH:23][CH:22]=[CH:21][CH:20]=2)[CH2:15]1)(=O)=O.C([O-])(O)=O.[Na+], predict the reaction product. The product is: [C:19]1([CH:18]([C:25]2[CH:30]=[CH:29][CH:28]=[CH:27][CH:26]=2)[N:16]2[CH2:17][CH:14]([S:6][CH2:1][CH2:2][CH2:3][CH2:4][CH3:5])[CH2:15]2)[CH:20]=[CH:21][CH:22]=[CH:23][CH:24]=1.